From a dataset of Catalyst prediction with 721,799 reactions and 888 catalyst types from USPTO. Predict which catalyst facilitates the given reaction. Reactant: [H-].[Na+].[CH2:3](Br)[C:4]1[CH:9]=[CH:8][CH:7]=[CH:6][CH:5]=1.[CH2:11]([OH:21])[CH2:12][CH2:13][CH2:14][CH2:15][CH2:16][CH2:17][CH2:18][CH:19]=[CH2:20]. Product: [CH2:3]([O:21][CH2:11][CH2:12][CH2:13][CH2:14][CH2:15][CH2:16][CH2:17][CH2:18][CH:19]=[CH2:20])[C:4]1[CH:9]=[CH:8][CH:7]=[CH:6][CH:5]=1. The catalyst class is: 1.